Dataset: Full USPTO retrosynthesis dataset with 1.9M reactions from patents (1976-2016). Task: Predict the reactants needed to synthesize the given product. Given the product [CH:35]1([NH:34][CH:27]=[C:28]([C:4](=[O:6])[C:3]2[CH:7]=[CH:8][C:9]([Br:15])=[C:10]([O:11][CH:12]([F:14])[F:13])[C:2]=2[Br:1])[C:29]([O:31][CH2:32][CH3:33])=[O:30])[CH2:37][CH2:36]1, predict the reactants needed to synthesize it. The reactants are: [Br:1][C:2]1[C:10]([O:11][CH:12]([F:14])[F:13])=[C:9]([Br:15])[CH:8]=[CH:7][C:3]=1[C:4]([OH:6])=O.S(Cl)(Cl)=O.CN(C)C=O.CN[C:27]([NH:34][CH3:35])=[CH:28][C:29]([O:31][CH2:32][CH3:33])=[O:30].[C:36]1(C)C=CC=C[CH:37]=1.